Dataset: Forward reaction prediction with 1.9M reactions from USPTO patents (1976-2016). Task: Predict the product of the given reaction. (1) Given the reactants [OH:1][C:2]1([CH2:8][N:9]2[CH:13]=[CH:12][C:11]([NH:14][C:15]([CH:17]3[CH:21]([C:22]4[CH:27]=[CH:26][CH:25]=[C:24]([Cl:28])[C:23]=4[F:29])[C:20]([C:32]4[CH:37]=[CH:36][C:35]([Cl:38])=[CH:34][C:33]=4[F:39])([C:30]#[N:31])[CH:19]([CH2:40][C:41]([CH3:44])([CH3:43])[CH3:42])[NH:18]3)=[O:16])=[N:10]2)[CH2:7][CH2:6][NH:5][CH2:4][CH2:3]1.C(=O)([O-])[O-].[Cs+].[Cs+].[C:51]([O:54][C:55]([CH3:58])([CH3:57])[CH3:56])(=[O:53])[CH3:52], predict the reaction product. The product is: [C:55]([O:54][C:51](=[O:53])[CH2:52][N:5]1[CH2:4][CH2:3][C:2]([CH2:8][N:9]2[CH:13]=[CH:12][C:11]([NH:14][C:15]([C@H:17]3[C@H:21]([C:22]4[CH:27]=[CH:26][CH:25]=[C:24]([Cl:28])[C:23]=4[F:29])[C@:20]([C:32]4[CH:37]=[CH:36][C:35]([Cl:38])=[CH:34][C:33]=4[F:39])([C:30]#[N:31])[C@H:19]([CH2:40][C:41]([CH3:44])([CH3:43])[CH3:42])[NH:18]3)=[O:16])=[N:10]2)([OH:1])[CH2:7][CH2:6]1)([CH3:58])([CH3:57])[CH3:56]. (2) Given the reactants Cl.[Br:2][C:3]1[CH:11]=[C:10]2[C:6]([CH:7]=[C:8]([C:12]([OH:14])=O)[NH:9]2)=[CH:5][C:4]=1[O:15][CH:16]1[CH2:21][CH2:20][N:19]([CH:22]([CH3:24])[CH3:23])[CH2:18][CH2:17]1.[C:25]([N:28]1[CH2:33][CH2:32][NH:31][CH2:30][CH2:29]1)(=[O:27])[CH3:26], predict the reaction product. The product is: [Br:2][C:3]1[CH:11]=[C:10]2[C:6]([CH:7]=[C:8]([C:12]([N:31]3[CH2:32][CH2:33][N:28]([C:25](=[O:27])[CH3:26])[CH2:29][CH2:30]3)=[O:14])[NH:9]2)=[CH:5][C:4]=1[O:15][CH:16]1[CH2:21][CH2:20][N:19]([CH:22]([CH3:23])[CH3:24])[CH2:18][CH2:17]1. (3) The product is: [O:6]1[C:7]2[C:12](=[CH:11][CH:10]=[CH:9][CH:8]=2)[CH2:13][CH2:14][C@@H:5]1[CH2:4][NH2:1]. Given the reactants [N:1]([CH2:4][C@H:5]1[CH2:14][CH2:13][C:12]2[C:7](=[CH:8][CH:9]=[CH:10][CH:11]=2)[O:6]1)=[N+]=[N-].C1(P(C2C=CC=CC=2)C2C=CC=CC=2)C=CC=CC=1.O, predict the reaction product. (4) Given the reactants Cl.[NH:2]([C:6]1[CH:14]=[CH:13][C:9]([C:10](Cl)=[O:11])=[CH:8][CH:7]=1)[C:3]([NH2:5])=[NH:4].[OH:15][C:16]1[CH:17]=[C:18]([C:22]2[CH2:26][C:25]([CH2:35][C:36]([O:38][C:39]([CH3:42])([CH3:41])[CH3:40])=[O:37])([CH2:27][C:28]([O:30][C:31]([CH3:34])([CH3:33])[CH3:32])=[O:29])[O:24][N:23]=2)[CH:19]=[CH:20][CH:21]=1.N1C=CC=CC=1.CN1C(=O)CCC1, predict the reaction product. The product is: [NH:2]([C:6]1[CH:14]=[CH:13][C:9]([C:10]([O:15][C:16]2[CH:21]=[CH:20][CH:19]=[C:18]([C:22]3[CH2:26][C:25]([CH2:27][C:28]([O:30][C:31]([CH3:34])([CH3:33])[CH3:32])=[O:29])([CH2:35][C:36](=[O:37])[O:38][C:39]([CH3:42])([CH3:40])[CH3:41])[O:24][N:23]=3)[CH:17]=2)=[O:11])=[CH:8][CH:7]=1)[C:3]([NH2:5])=[NH:4]. (5) Given the reactants [CH3:1][O:2][N:3]=[C:4]([C:14]1[CH:19]=[CH:18][CH:17]=[CH:16][CH:15]=1)[C:5]1[CH:6]=[C:7]2[CH:13]=[CH:12][NH:11][C:8]2=[N:9][CH:10]=1.[H-].[Na+].[I-].[K+].Br[CH2:25][CH2:26][O:27][C:28]1[CH:33]=[CH:32][C:31]([CH2:34][CH:35]([O:40][CH2:41][CH3:42])[C:36]([O:38][CH3:39])=[O:37])=[CH:30][CH:29]=1, predict the reaction product. The product is: [CH2:41]([O:40][CH:35]([CH2:34][C:31]1[CH:32]=[CH:33][C:28]([O:27][CH2:26][CH2:25][N:11]2[C:8]3=[N:9][CH:10]=[C:5]([C:4](=[N:3][O:2][CH3:1])[C:14]4[CH:19]=[CH:18][CH:17]=[CH:16][CH:15]=4)[CH:6]=[C:7]3[CH:13]=[CH:12]2)=[CH:29][CH:30]=1)[C:36]([O:38][CH3:39])=[O:37])[CH3:42]. (6) Given the reactants C[C@]1(O)[C@@H:16]2[C:11](=[C:12](O)[C@:13]3(O)[C:20](=O)[C:19]([C:22](N)=[O:23])=C(O)[C@@H:17]([N:26](C)C)[C@@H:14]3[CH2:15]2)C(=O)C2C(O)=CC=CC1=2.[Cl-].[Cl-].[Ca+2].CC1C2C[C@@H]3[C@](O)(C(=O)C=2C(O)=C2C=1C=CC=C2O)C(=[O:53])C(C(N)=O)=C(O)[C@H]3N(C)C, predict the reaction product. The product is: [NH:26]1[CH2:17][C:14]2[C:13](=[CH:12][CH:11]=[CH:16][CH:15]=2)[CH2:20][C@H:19]1[C:22]([OH:53])=[O:23]. (7) Given the reactants [CH3:1][C:2]1([CH3:17])[CH2:11][CH2:10][C:9]([CH3:13])([CH3:12])[C:8]2[CH:7]=[C:6](B(O)O)[CH:5]=[CH:4][C:3]1=2.Br[C:19]1[CH:20]=[C:21]([CH:24]=[O:25])[NH:22][CH:23]=1, predict the reaction product. The product is: [CH3:1][C:2]1([CH3:17])[CH2:11][CH2:10][C:9]([CH3:13])([CH3:12])[C:8]2[CH:7]=[C:6]([C:19]3[CH:20]=[C:21]([CH:24]=[O:25])[NH:22][CH:23]=3)[CH:5]=[CH:4][C:3]1=2. (8) Given the reactants [CH3:1][O:2][C:3]1[CH:8]=[C:7]([C:9]([F:12])([F:11])[F:10])[CH:6]=[CH:5][C:4]=1[C:13]1[C:22]2[C:17](=[CH:18][C:19]([S:24]([N:27](CC3C=CC(OC)=CC=3)[C:28]3[S:29][CH:30]=[CH:31][N:32]=3)(=[O:26])=[O:25])=[CH:20][C:21]=2[CH3:23])[N:16]=[CH:15][CH:14]=1, predict the reaction product. The product is: [CH3:1][O:2][C:3]1[CH:8]=[C:7]([C:9]([F:12])([F:11])[F:10])[CH:6]=[CH:5][C:4]=1[C:13]1[C:22]2[C:17](=[CH:18][C:19]([S:24]([NH:27][C:28]3[S:29][CH:30]=[CH:31][N:32]=3)(=[O:25])=[O:26])=[CH:20][C:21]=2[CH3:23])[N:16]=[CH:15][CH:14]=1. (9) Given the reactants [CH2:1]([CH:5]1[C:14]2[C:9](=[CH:10][C:11]([C:15]#[N:16])=[CH:12][CH:13]=2)[C:7](=[O:8])[O:6]1)[CH2:2][CH2:3][CH3:4].C(=O)([O-])[O-:18].[K+].[K+].OO, predict the reaction product. The product is: [CH2:1]([CH:5]1[C:14]2[C:9](=[CH:10][C:11]([C:15]([NH2:16])=[O:18])=[CH:12][CH:13]=2)[C:7](=[O:8])[O:6]1)[CH2:2][CH2:3][CH3:4]. (10) Given the reactants [NH2:1][C@@H:2]1[CH2:7][CH2:6][CH2:5][N:4](C(OC(C)(C)C)=O)[CH2:3]1.[F:15][C:16]1[CH:17]=[C:18]2[C:22](=[C:23]([S:25]([CH3:28])(=[O:27])=[O:26])[CH:24]=1)[NH:21][C:20]([C:29](O)=[O:30])=[CH:19]2, predict the reaction product. The product is: [F:15][C:16]1[CH:17]=[C:18]2[C:22](=[C:23]([S:25]([CH3:28])(=[O:27])=[O:26])[CH:24]=1)[NH:21][C:20]([C:29]([NH:1][C@@H:2]1[CH2:7][CH2:6][CH2:5][NH:4][CH2:3]1)=[O:30])=[CH:19]2.